This data is from Reaction yield outcomes from USPTO patents with 853,638 reactions. The task is: Predict the reaction yield, written as a fraction of the theoretical maximum amount of product (1.0 means a 100% yield; for example, 0.34 means a 34% yield). (1) The reactants are [H-].[Na+].[F:3][C:4]1[CH:5]=[C:6]2[C:10](=[CH:11][CH:12]=1)[NH:9][CH:8]=[C:7]2[CH:13]1[CH2:17][CH2:16][C:15](=[O:18])[CH2:14]1.I[CH3:20].O. The catalyst is CN(C)C=O. The product is [F:3][C:4]1[CH:5]=[C:6]2[C:10](=[CH:11][CH:12]=1)[N:9]([CH3:20])[CH:8]=[C:7]2[CH:13]1[CH2:17][CH2:16][C:15](=[O:18])[CH2:14]1. The yield is 0.810. (2) The reactants are Br[C:2]1[C:10]2[C:5](=[CH:6][CH:7]=[C:8]([C:11]#[N:12])[CH:9]=2)[N:4]([CH:13]2[CH2:18][CH2:17][CH2:16][CH2:15][O:14]2)[N:3]=1.[CH:19]([C:22]1[CH:27]=[CH:26][C:25](B(O)O)=[CH:24][CH:23]=1)([CH3:21])[CH3:20].ClCCl.P([O-])([O-])([O-])=O.[K+].[K+].[K+]. The catalyst is COCCOC.C1(P(C2C=CC=CC=2)[C-]2C=CC=C2)C=CC=CC=1.[C-]1(P(C2C=CC=CC=2)C2C=CC=CC=2)C=CC=C1.[Fe+2]. The product is [CH3:20][CH:19]([C:22]1[CH:27]=[CH:26][C:25]([C:2]2[C:10]3[C:5](=[CH:6][CH:7]=[C:8]([C:11]#[N:12])[CH:9]=3)[N:4]([CH:13]3[CH2:18][CH2:17][CH2:16][CH2:15][O:14]3)[N:3]=2)=[CH:24][CH:23]=1)[CH3:21]. The yield is 0.810. (3) The reactants are [CH:1]([C:4]1[C:5](=[O:22])[NH:6][C:7](=[O:21])[NH:8][C:9]=1[C:10](=[O:20])[C:11]1[CH:16]=[C:15]([CH3:17])[CH:14]=[C:13]([C:18]#[N:19])[CH:12]=1)([CH3:3])[CH3:2].[Cl:23][C:24]1[N:29]=[C:28]([Cl:30])[CH:27]=[C:26]([CH2:31]Cl)[N:25]=1.C(=O)([O-])[O-].[K+].[K+].[I-].[Li+]. The catalyst is CN(C=O)C. The product is [Cl:23][C:24]1[N:25]=[C:26]([CH2:31][N:8]2[C:9]([C:10]([C:11]3[CH:12]=[C:13]([CH:14]=[C:15]([CH3:17])[CH:16]=3)[C:18]#[N:19])=[O:20])=[C:4]([CH:1]([CH3:3])[CH3:2])[C:5](=[O:22])[NH:6][C:7]2=[O:21])[CH:27]=[C:28]([Cl:30])[N:29]=1. The yield is 0.260. (4) The reactants are [C@:1]12([CH2:11][S:12]([OH:15])(=[O:14])=[O:13])[C:8]([CH3:10])([CH3:9])[CH:5]([CH2:6][CH2:7]1)[CH2:4][C:2]2=[O:3].[NH:16]1[CH2:20][CH2:19][C@H:18](/[CH:21]=[CH:22]/[C:23]2[CH:24]=[N:25][CH:26]=[N:27][CH:28]=2)[CH2:17]1.CC(O)C. No catalyst specified. The product is [C@:1]12([CH2:11][S:12]([OH:15])(=[O:13])=[O:14])[C:8]([CH3:10])([CH3:9])[CH:5]([CH2:6][CH2:7]1)[CH2:4][C:2]2=[O:3].[NH:16]1[CH2:20][CH2:19][C@H:18](/[CH:21]=[CH:22]/[C:23]2[CH:28]=[N:27][CH:26]=[N:25][CH:24]=2)[CH2:17]1. The yield is 0.632. (5) The catalyst is COCCOC.CO. The product is [OH:39][C:25]1[CH:26]=[CH:27][C:28]([C:2]2[CH:3]=[CH:4][C:5]3[C:11](=[O:12])[NH:10][C:9]4[CH:13]=[C:14]([C:17]([O:19][CH3:20])=[O:18])[CH:15]=[CH:16][C:8]=4[NH:7][C:6]=3[CH:21]=2)=[CH:29][C:24]=1[O:23][CH3:22]. The yield is 0.810. The reactants are Cl[C:2]1[CH:3]=[CH:4][C:5]2[C:11](=[O:12])[NH:10][C:9]3[CH:13]=[C:14]([C:17]([O:19][CH3:20])=[O:18])[CH:15]=[CH:16][C:8]=3[NH:7][C:6]=2[CH:21]=1.[CH3:22][O:23][C:24]1[CH:29]=[C:28](B2OC(C)(C)C(C)(C)O2)[CH:27]=[CH:26][C:25]=1[OH:39].[F-].[Cs+]. (6) The reactants are [CH:1]12[CH2:10][CH:5]3[CH2:6][CH:7]([CH2:9][CH:3]([CH2:4]3)[C:2]1=[N:11][NH:12][C:13]([O:15][CH2:16][C:17]1[CH:22]=[CH:21][CH:20]=[CH:19][CH:18]=1)=[O:14])[CH2:8]2.C([BH3-])#N.[Na+].O.C1(C)C=CC(S(O)(=O)=O)=CC=1.C(=O)([O-])O.[Na+]. The catalyst is O1CCCC1. The product is [CH:1]12[CH2:10][CH:5]3[CH2:6][CH:7]([CH2:9][CH:3]([CH2:4]3)[CH:2]1[NH:11][NH:12][C:13]([O:15][CH2:16][C:17]1[CH:18]=[CH:19][CH:20]=[CH:21][CH:22]=1)=[O:14])[CH2:8]2. The yield is 0.949.